This data is from Forward reaction prediction with 1.9M reactions from USPTO patents (1976-2016). The task is: Predict the product of the given reaction. (1) Given the reactants Cl.[NH2:2][CH2:3][C:4]([NH2:6])=[O:5].[F:7][C:8]([F:35])([F:34])[CH:9]([C:25]1[CH:30]=[C:29]([Cl:31])[C:28]([Cl:32])=[C:27]([Cl:33])[CH:26]=1)/[CH:10]=[CH:11]/[C:12]1[CH:20]=[CH:19][C:15]([C:16](O)=[O:17])=[C:14]([C:21]([F:24])([F:23])[F:22])[CH:13]=1.F[P-](F)(F)(F)(F)F.C(C(=NO[C+](N(C)C)N1CCOCC1)C(OCC)=O)#N.CN1CCOCC1, predict the reaction product. The product is: [NH2:6][C:4](=[O:5])[CH2:3][NH:2][C:16](=[O:17])[C:15]1[CH:19]=[CH:20][C:12](/[CH:11]=[CH:10]/[CH:9]([C:25]2[CH:26]=[C:27]([Cl:33])[C:28]([Cl:32])=[C:29]([Cl:31])[CH:30]=2)[C:8]([F:7])([F:34])[F:35])=[CH:13][C:14]=1[C:21]([F:23])([F:24])[F:22]. (2) Given the reactants [CH2:1]([O:8][C:9]1[CH:14]=[C:13](I)[CH:12]=[CH:11][C:10]=1[N:16]1[S:20](=[O:22])(=[O:21])[NH:19][C:18](=[O:23])[CH2:17]1)[C:2]1[CH:7]=[CH:6][CH:5]=[CH:4][CH:3]=1.[CH:24]([S:26]([C:29]1[CH:34]=[CH:33][CH:32]=[CH:31][CH:30]=1)(=[O:28])=[O:27])=[CH2:25].C(N(CC)CC)C, predict the reaction product. The product is: [C:29]1([S:26](/[CH:24]=[CH:25]/[C:13]2[CH:12]=[CH:11][C:10]([N:16]3[S:20](=[O:22])(=[O:21])[NH:19][C:18](=[O:23])[CH2:17]3)=[C:9]([O:8][CH2:1][C:2]3[CH:7]=[CH:6][CH:5]=[CH:4][CH:3]=3)[CH:14]=2)(=[O:28])=[O:27])[CH:34]=[CH:33][CH:32]=[CH:31][CH:30]=1. (3) Given the reactants [CH3:1][C:2]1[CH:3]=[C:4]([C:19]2[S:23][C:22]([CH:24]3[CH2:29][CH2:28][CH:27]([C:30]([O:32]CC)=[O:31])[CH2:26][CH2:25]3)=[N:21][CH:20]=2)[CH:5]=[C:6]([NH:8][C:9]2[N:14]=[C:13]([C:15]([F:18])([F:17])[F:16])[CH:12]=[CH:11][N:10]=2)[CH:7]=1.[OH-].[K+].[Cl:37]CCl, predict the reaction product. The product is: [Cl-:37].[C:30]([CH:27]1[CH2:26][CH2:25][CH:24]([C:22]2[S:23][C:19]([C:4]3[CH:5]=[C:6]([NH:8][C:9]4[N:14]=[C:13]([C:15]([F:17])([F:18])[F:16])[CH:12]=[CH:11][NH+:10]=4)[CH:7]=[C:2]([CH3:1])[CH:3]=3)=[CH:20][N:21]=2)[CH2:29][CH2:28]1)([OH:32])=[O:31]. (4) Given the reactants [C:1]([O:5][CH2:6][CH3:7])(=[O:4])[CH2:2][OH:3].C(N(C(C)C)CC)(C)C.Cl[C:18]([O:20][C:21]1[CH:26]=[CH:25][CH:24]=[CH:23][CH:22]=1)=[O:19], predict the reaction product. The product is: [CH2:6]([O:5][C:1](=[O:4])[CH2:2][O:3][C:18]([O:20][C:21]1[CH:26]=[CH:25][CH:24]=[CH:23][CH:22]=1)=[O:19])[CH3:7]. (5) Given the reactants Br[C:2]1[CH:7]=[C:6]([CH3:8])[CH:5]=[CH:4][N:3]=1.C([Li])CCC.CCCCCC.[CH3:20][C:21]1([CH3:28])[O:26][CH2:25][C:24](=[O:27])[CH2:23][O:22]1.[Cl-].[NH4+], predict the reaction product. The product is: [CH3:20][C:21]1([CH3:28])[O:26][CH2:25][C:24]([C:2]2[CH:7]=[C:6]([CH3:8])[CH:5]=[CH:4][N:3]=2)([OH:27])[CH2:23][O:22]1.